Regression/Classification. Given a drug SMILES string, predict its absorption, distribution, metabolism, or excretion properties. Task type varies by dataset: regression for continuous measurements (e.g., permeability, clearance, half-life) or binary classification for categorical outcomes (e.g., BBB penetration, CYP inhibition). Dataset: cyp1a2_veith. From a dataset of CYP1A2 inhibition data for predicting drug metabolism from PubChem BioAssay. (1) The compound is c1ccc2c(CC3NCCN3)cccc2c1. The result is 0 (non-inhibitor). (2) The molecule is C=C1CC[C@H](O)C/C1=C/C=C1\CCC[C@@]2(C)[C@H]([C@@H](C)CCCC(C)C)CC[C@@H]12. The result is 0 (non-inhibitor).